This data is from Full USPTO retrosynthesis dataset with 1.9M reactions from patents (1976-2016). The task is: Predict the reactants needed to synthesize the given product. (1) Given the product [C:14]([C:13]1[CH:16]=[CH:17][C:10]([N:9]2[CH2:8][CH2:7][O:6][C:5]3[CH:20]=[C:21]([S:23]([Cl:22])(=[O:25])=[O:24])[C:2]([F:1])=[CH:3][C:4]2=3)=[C:11]([O:18][CH3:19])[CH:12]=1)#[N:15], predict the reactants needed to synthesize it. The reactants are: [F:1][C:2]1[CH:21]=[CH:20][C:5]2[O:6][CH2:7][CH2:8][N:9]([C:10]3[CH:17]=[CH:16][C:13]([C:14]#[N:15])=[CH:12][C:11]=3[O:18][CH3:19])[C:4]=2[CH:3]=1.[Cl:22][S:23](O)(=[O:25])=[O:24]. (2) Given the product [C:1]([O:5][C:6](=[O:34])[CH2:7][C@H:8]([O:10][C:11]1[CH:16]=[CH:15][CH:14]=[CH:13][C:12]=1[C:17]1[CH:22]=[CH:21][C:20]([C:23]([OH:25])=[O:24])=[C:19]([F:33])[CH:18]=1)[CH3:9])([CH3:2])([CH3:3])[CH3:4], predict the reactants needed to synthesize it. The reactants are: [C:1]([O:5][C:6](=[O:34])[CH2:7][C@H:8]([O:10][C:11]1[CH:16]=[CH:15][CH:14]=[CH:13][C:12]=1[C:17]1[CH:22]=[CH:21][C:20]([C:23]([O:25]CC2C=CC=CC=2)=[O:24])=[C:19]([F:33])[CH:18]=1)[CH3:9])([CH3:4])([CH3:3])[CH3:2]. (3) Given the product [F:41][C:2]([F:40])([F:1])[C:3]1[CH:4]=[C:5]([CH:33]=[C:34]([C:36]([F:39])([F:37])[F:38])[CH:35]=1)[CH2:6][N:7]([CH2:14][C:15]1[CH:20]=[C:19]([C:21]([F:22])([F:23])[F:24])[CH:18]=[CH:17][C:16]=1[CH:25]([O:26][CH2:45][CH3:46])[CH:27]1[CH2:32][CH2:31][O:30][CH2:29][CH2:28]1)[C:8]1[N:9]=[N:10][N:11]([CH3:13])[N:12]=1, predict the reactants needed to synthesize it. The reactants are: [F:1][C:2]([F:41])([F:40])[C:3]1[CH:4]=[C:5]([CH:33]=[C:34]([C:36]([F:39])([F:38])[F:37])[CH:35]=1)[CH2:6][N:7]([CH2:14][C:15]1[CH:20]=[C:19]([C:21]([F:24])([F:23])[F:22])[CH:18]=[CH:17][C:16]=1[CH:25]([CH:27]1[CH2:32][CH2:31][O:30][CH2:29][CH2:28]1)[OH:26])[C:8]1[N:9]=[N:10][N:11]([CH3:13])[N:12]=1.[H-].[Na+].I[CH2:45][CH3:46]. (4) Given the product [CH2:3]=[CH2:4].[C:8]([O:7][CH2:3][CH2:4][CH2:5][CH3:6])(=[O:11])[CH:9]=[CH2:10], predict the reactants needed to synthesize it. The reactants are: C=C.[CH2:3]([O:7][C:8](=[O:11])[CH:9]=[CH2:10])[CH2:4][CH2:5][CH3:6].C(OCC1OC1)(=O)C(C)=C.C1(NCCC[Si](OC)(OC)OC)CCCCC1.N[SiH3].